Dataset: Experimentally validated miRNA-target interactions with 360,000+ pairs, plus equal number of negative samples. Task: Binary Classification. Given a miRNA mature sequence and a target amino acid sequence, predict their likelihood of interaction. (1) The miRNA is hsa-miR-345-3p with sequence GCCCUGAACGAGGGGUCUGGAG. The protein sequence of the target gene is MASQQDSGFFEISIKYLLKSWSNASPVGNGYIKPPVPPASGTHREKGPPAMLPINVDPDSKPGEYVLKSLFVNFTTQAERKIRIIMAEPLEKPLTKSLQRGEDPQFDQVISSMSSLSEYCLPSILRTLFDWYKRQNGIEDESHEYRPRTSNKSKSDEQQRDYLMERRDLAIDFIFSLVLIEVLKQIPLHPVIDSLIHDIINLAFKHFKYKEGYLGPNTGNMHIVADLYAEVIGVLAQAKFPAVKKKFMAELKELRHKEQSPYVVQSIISLIMGMKFFRIKMYPVEDFEASLQFMQECAHY.... Result: 0 (no interaction). (2) The miRNA is mmu-miR-505-3p with sequence CGUCAACACUUGCUGGUUUUCU. The protein sequence of the target gene is MGAKEATVRGPGASPVHRTCHLIPLLLAGMLTTGLAQSPVPTSAPRGFWALSENLTVVEGSTVKLWCGVRAPGSVVQWAKDGLLLGPNPKIPGFPRYSLEGDSAKGEFHLLIEACDLSDDAEYECQVGRSELGPELVSPSVILSILVSPKVLQLTPEAGSTVTWVAGQEYVVTCVSGDAKPAPDIIFIQGGRTVEDVSSSVNEGSEEKLFFTEAEARVTPQSSDNGQLLVCEGSNPALATPIKASFTMNILFPPGPPVIDWPGLNEGHVRAGENLELPCIARGGNPPATLQWLKNGKPVS.... Result: 0 (no interaction). (3) The miRNA is hsa-miR-487b-3p with sequence AAUCGUACAGGGUCAUCCACUU. The protein sequence of the target gene is MGIELVCLFLLLLGRNDHVQGGCAWGGAESCSDCLLTGPHCAWCSQENFTHLSGAGERCDTPANLLAKGCQLPFIENPVSRIEVLQNKPLSVGRQKNSSDIVQIAPQSLVLKLRPGREQTLQVQVRQTEDYPVDLYYLMDLSASMDDDLNTIKELGSRLAKEMSKLTSNFRLGFGSFVEKPVSPFMKTTPEEITNPCSSIPYFCLPTFGFKHILPLTDDAERFNEIVRKQKISANIDTPEGGFDAIMQAAVCKEKIGWRNDSLHLLVFVSDADSHFGMDSKLAGIVIPNDGLCHLDHRNE.... Result: 0 (no interaction). (4) The miRNA is mmu-miR-6996-5p with sequence UGCACAGGACAGAGCACAGUC. Result: 0 (no interaction). The protein sequence of the target gene is MSGIQPVPGAKPLSMWQQYGPSEKTVRGIVIGGITGGIEICITFPTEYVKTQLQLDERSATPKFRGPIDCVKQTVNGHGFFGLYRGLSVLLYGSIPKSSFRFGTFEYLKSQAADERGNLSPVMRLLCGLGAGLSEAVFAVTPMETVKVKFIHDQGLAQPKYKGFVHGVGCIVKAEGLGGIYKGVTATMAKQGSNQAIRFFVMETLKDWYRGGDNTQPISKPIVGLMGAVAGAASVYGNTPIDVVKTRMQGLEAKKYKNTLDCAMQIWKKEGFFAFYKGTVPRLSRVCLDVGITFMIYDSI.... (5) The miRNA is hsa-miR-128-1-5p with sequence CGGGGCCGUAGCACUGUCUGAGA. The protein sequence of the target gene is MPPVSRSSYSEDIVGSRRRRRSSSGSPPSPQSRCSSWDGCSRSHSRGREGLRPPWSELDVGALYPFSRSGSRGRLPRFRNYAFASSWSTSYSGYRYHRHCYAEERQSAEDYEKEESHRQRRLKERERIGELGAPEVWGPSPKFPQLDSDEHTPVEDEEEVTHQKSSSSDSNSEEHRKKKTSRSRNKKKRKNKSSKRKHRKYSDSDSNSESDTNSDSDDDKKRVKAKKKKKKKKHKTKKKKNKKTKKESSDSSCKDSEEDLSEATWMEQPNVADTMDLIGPEAPIIHTSQDEKPLKYGHAL.... Result: 0 (no interaction). (6) The miRNA is hsa-miR-429 with sequence UAAUACUGUCUGGUAAAACCGU. The protein sequence of the target gene is MDALRLANSAFAVDLFKQLCERDPAGNILFSPICLSTSLSLAQVGTKGDTANEIGQVLHFENVKDVPFGFQTVTSDVNKLSSFYSLKLVKRLYIDKSLNPSTEFISSTKRPYAKELETVDFKDKLEETKGQINSSIKELTDGHFEDILSENSISDQTKILVVNAAYFVGKWMKKFPESETKECPFRISKTDTKPVQMMNLEATFCLGNIDDISCKIIELPFQNKHLSMLIVLPKDVEDESTGLEKIEQQLNPETLLQWTNPSTMANAKVKLSLPKFKVEKMIDPKASLESLGLKSLFNES.... Result: 0 (no interaction). (7) The miRNA is hsa-miR-664b-5p with sequence UGGGCUAAGGGAGAUGAUUGGGUA. The protein sequence of the target gene is MRLRPLPLVVVPGLLQLLFCDSKEVVHATEGLDWEDKDAPGTLVGNVVHSRIISPLRLFVKQSPVPKPGPMAYADSMENFWDWLANITEIQEPLARTKRRPIVKTGKFKKMFGWGDFHSNIKTVKLNLLITGKIVDHGNGTFSVYFRHNSTGLGNVSVSLVPPSKVVEFEVSPQSTLETKESKSFNCRIEYEKTDRAKKTALCNFDPSKICYQEQTQSHVSWLCSKPFKVICIYIAFYSVDYKLVQKVCPDYNYHSETPYLSSG. Result: 1 (interaction). (8) The miRNA is hsa-miR-181c-3p with sequence AACCAUCGACCGUUGAGUGGAC. The protein sequence of the target gene is MEGSNGFGIDSILSHRAGSPALPKGDPLLGDCRSPLELSPRSESSSDCSSPASPGRDCLETGTPRPGGASGPGLDSHLQPGQLSAPAQSRTVTSSFLIRDILADCKPLAACAPYSSSGQPAAPEPGGRLAAKAAEDFRDKLDKSGSNASSDSEYKVKEEGDREISSSRDSPPVRLKKPRKARTAFTDHQLAQLERSFERQKYLSVQDRMELAASLNLTDTQVKTWYQNRRTKWKRQTAVGLELLAEAGNYSALQRMFPSPYFYPQSLVSNLDPGAALYLYRGPSAPPPALQRPLVPRILI.... Result: 0 (no interaction). (9) The miRNA is hsa-miR-6822-3p with sequence AGGCUCUAACUGGCUUUCCCUGCA. The protein sequence of the target gene is MGLELFLDLVSQPSRAVYIFAKKNGIPLELRTVDLVKGQHKSKEFLQINSLGKLPTLKDGDFILTESSAILIYLSCKYQTPDHWYPSDLQARARVHEYLGWHADCIRGTFGIPLWVQVLGPLIGVQVPKEKVERNRTAMDQALQWLEDKFLGDRPFLAGQQVTLADLMALEELMQPVALGYELFEGRPRLAAWRGRVEAFLGAELCQEAHSIILSILEQAAKKTLPTPSPEAYQAMLLRIARIP. Result: 0 (no interaction). (10) The miRNA is rno-miR-129-5p with sequence CUUUUUGCGGUCUGGGCUUGC. The protein sequence of the target gene is MTRQAGSSWLLRGLLLFALFASGVAPFNWDLPEPRSRASKIRVHPRGNLWATGHFMGKKSLEPPSLSLVGTAPPNTPRDQRLQLSHDLLRILLRKKALGMNFSGPAPPIQYRRLLEPLLQK. Result: 0 (no interaction).